The task is: Predict the reaction yield, written as a fraction of the theoretical maximum amount of product (1.0 means a 100% yield; for example, 0.34 means a 34% yield).. This data is from Reaction yield outcomes from USPTO patents with 853,638 reactions. (1) The reactants are [Cl:1][C:2]1[C:7]([C:8]([F:11])([F:10])[F:9])=[C:6]([NH:12][CH2:13][C@@H:14]2[CH2:16][C@H:15]2[C:17]2[CH:22]=[CH:21][C:20]([F:23])=[CH:19][CH:18]=2)[CH:5]=[CH:4][N:3]=1.[H-].[Na+].I[CH3:27]. The catalyst is CN(C=O)C. The product is [Cl:1][C:2]1[C:7]([C:8]([F:10])([F:11])[F:9])=[C:6]([N:12]([CH2:13][C@@H:14]2[CH2:16][C@H:15]2[C:17]2[CH:18]=[CH:19][C:20]([F:23])=[CH:21][CH:22]=2)[CH3:27])[CH:5]=[CH:4][N:3]=1. The yield is 0.960. (2) The reactants are C([N:8]1[CH2:13][CH2:12][N:11]2[CH2:14][C@H:15]([CH2:18][N:19]3[C:23]4[CH:24]=[CH:25][CH:26]=[CH:27][C:22]=4[O:21][C:20]3=[O:28])[CH2:16][CH2:17][C@H:10]2[CH2:9]1)(OC(C)(C)C)=O.Cl. The catalyst is C(Cl)(Cl)Cl.C(OCC)C. The product is [CH2:9]1[NH:8][CH2:13][CH2:12][N:11]2[CH2:14][C@H:15]([CH2:18][N:19]3[C:23]4[CH:24]=[CH:25][CH:26]=[CH:27][C:22]=4[O:21][C:20]3=[O:28])[CH2:16][CH2:17][C@@H:10]12. The yield is 1.00. (3) The reactants are Cl[C:2]([O:4][CH2:5][C:6]1[CH:11]=[CH:10][CH:9]=[CH:8][CH:7]=1)=[O:3].C(N(CC)CC)C.[C:19]([O:23][C:24]([NH:26][CH:27]1[CH2:30][NH:29][CH2:28]1)=[O:25])([CH3:22])([CH3:21])[CH3:20]. The catalyst is ClCCl. The product is [C:19]([O:23][C:24]([NH:26][CH:27]1[CH2:28][N:29]([C:2]([O:4][CH2:5][C:6]2[CH:11]=[CH:10][CH:9]=[CH:8][CH:7]=2)=[O:3])[CH2:30]1)=[O:25])([CH3:22])([CH3:20])[CH3:21]. The yield is 0.680.